From a dataset of Peptide-MHC class I binding affinity with 185,985 pairs from IEDB/IMGT. Regression. Given a peptide amino acid sequence and an MHC pseudo amino acid sequence, predict their binding affinity value. This is MHC class I binding data. The peptide sequence is ELRRAAIDR. The MHC is HLA-A68:01 with pseudo-sequence HLA-A68:01. The binding affinity (normalized) is 0.554.